From a dataset of In vitro SARS-CoV-2 activity screen of 1,480 approved drugs from Prestwick library. Binary Classification. Given a drug SMILES string, predict its activity (active/inactive) in a high-throughput screening assay against a specified biological target. (1) The drug is CC(=O)N(CC(C)C(=O)O)c1c(I)cc(I)c(N)c1I. The result is 0 (inactive). (2) The compound is CCN(CC)CCOCCOC(=O)C1(c2ccccc2)CCCC1.O=C(O)CC(O)(CC(=O)O)C(=O)O. The result is 0 (inactive).